Dataset: Full USPTO retrosynthesis dataset with 1.9M reactions from patents (1976-2016). Task: Predict the reactants needed to synthesize the given product. (1) Given the product [CH2:16]([O:23][C:24](=[O:25])[NH:26][C@H:27]([C:28]1[N:9]([C:10]2[CH:15]=[CH:14][CH:13]=[CH:12][CH:11]=2)[C:3]2[C:2]([CH3:1])=[CH:7][CH:6]=[CH:5][C:4]=2[N:8]=1)[CH3:31])[C:17]1[CH:22]=[CH:21][CH:20]=[CH:19][CH:18]=1, predict the reactants needed to synthesize it. The reactants are: [CH3:1][C:2]1[CH:7]=[CH:6][CH:5]=[C:4]([NH2:8])[C:3]=1[NH:9][C:10]1[CH:15]=[CH:14][CH:13]=[CH:12][CH:11]=1.[CH2:16]([O:23][C:24]([NH:26][C@@H:27]([CH3:31])[C:28](O)=O)=[O:25])[C:17]1[CH:22]=[CH:21][CH:20]=[CH:19][CH:18]=1.C1C=CC2N(O)N=NC=2C=1.CN1CCOCC1.Cl.CN(C)CCCN=C=NCC. (2) The reactants are: [CH3:1][O:2][C:3]1[CH:33]=[CH:32][C:6]([CH2:7][O:8][C:9]2[C:10]([C:19]3[CH:24]=[CH:23][C:22]([N:25]4[CH2:30][CH2:29][CH2:28][CH2:27][C:26]4=[O:31])=[CH:21][CH:20]=3)=[N:11][N:12]([CH3:18])[C:13]=2[C:14]([O:16]C)=[O:15])=[CH:5][CH:4]=1.O.[OH-].[Li+]. Given the product [CH3:1][O:2][C:3]1[CH:4]=[CH:5][C:6]([CH2:7][O:8][C:9]2[C:10]([C:19]3[CH:24]=[CH:23][C:22]([N:25]4[CH2:30][CH2:29][CH2:28][CH2:27][C:26]4=[O:31])=[CH:21][CH:20]=3)=[N:11][N:12]([CH3:18])[C:13]=2[C:14]([OH:16])=[O:15])=[CH:32][CH:33]=1, predict the reactants needed to synthesize it. (3) Given the product [OH:1][CH2:2][C:3]([CH2:8][OH:9])([CH3:7])[C:4]([O:6][CH2:19][C:20]1[CH:25]=[CH:24][CH:23]=[CH:22][CH:21]=1)=[O:5], predict the reactants needed to synthesize it. The reactants are: [OH:1][CH2:2][C:3]([CH2:8][OH:9])([CH3:7])[C:4]([OH:6])=[O:5].CCN(C(C)C)C(C)C.[CH2:19](Br)[C:20]1[CH:25]=[CH:24][CH:23]=[CH:22][CH:21]=1. (4) Given the product [CH2:10]([O:9][C:4]1[CH:5]=[C:6]([I:8])[CH:7]=[C:2]([Br:1])[CH:3]=1)[C:11]1[CH:16]=[CH:15][CH:14]=[CH:13][CH:12]=1, predict the reactants needed to synthesize it. The reactants are: [Br:1][C:2]1[CH:3]=[C:4]([OH:9])[CH:5]=[C:6]([I:8])[CH:7]=1.[CH2:10](Br)[C:11]1[CH:16]=[CH:15][CH:14]=[CH:13][CH:12]=1.C([O-])([O-])=O.[K+].[K+]. (5) Given the product [C:1]([O:20][CH2:21][CH2:22][C:23]([OH:25])=[O:24])([C:8]1[CH:9]=[CH:10][CH:11]=[CH:12][CH:13]=1)([C:14]1[CH:19]=[CH:18][CH:17]=[CH:16][CH:15]=1)[C:2]1[CH:3]=[CH:4][CH:5]=[CH:6][CH:7]=1, predict the reactants needed to synthesize it. The reactants are: [C:1]([O:20][CH2:21][CH2:22][C:23]([O:25]C(C)(C)C)=[O:24])([C:14]1[CH:19]=[CH:18][CH:17]=[CH:16][CH:15]=1)([C:8]1[CH:13]=[CH:12][CH:11]=[CH:10][CH:9]=1)[C:2]1[CH:7]=[CH:6][CH:5]=[CH:4][CH:3]=1.[OH-].[Na+]. (6) Given the product [Si:31]([O:30][CH2:29][C:26]1[C:27]2[C:22]([CH:23]=[C:24]([F:38])[CH:25]=1)=[N:21][N:20]([C:17]1[CH:16]=[CH:15][C:14]([CH:10]3[CH2:11][CH2:12][CH2:13][N:8]([C:47]([O:49][C:50]([CH3:51])([CH3:52])[CH3:53])=[O:48])[CH2:9]3)=[CH:19][CH:18]=1)[CH:28]=2)([C:34]([CH3:37])([CH3:35])[CH3:36])([CH3:32])[CH3:33], predict the reactants needed to synthesize it. The reactants are: C([N:8]1[CH2:13][CH2:12][CH2:11][CH:10]([C:14]2[CH:19]=[CH:18][C:17]([N:20]3[CH:28]=[C:27]4[C:22]([CH:23]=[C:24]([F:38])[CH:25]=[C:26]4[CH2:29][O:30][Si:31]([C:34]([CH3:37])([CH3:36])[CH3:35])([CH3:33])[CH3:32])=[N:21]3)=[CH:16][CH:15]=2)[CH2:9]1)C1C=CC=CC=1.[CH3:51][C:50]([O:49][C:47](O[C:47]([O:49][C:50]([CH3:53])([CH3:52])[CH3:51])=[O:48])=[O:48])([CH3:53])[CH3:52]. (7) Given the product [OH:10][C:8]1[CH:9]=[C:4]([OH:1])[CH:5]=[CH:6][C:7]=1[N+:11]([O-:13])=[O:12], predict the reactants needed to synthesize it. The reactants are: [OH-:1].[K+].F[C:4]1[CH:5]=[CH:6][C:7]([N+:11]([O-:13])=[O:12])=[C:8]([OH:10])[CH:9]=1.Cl. (8) Given the product [C:12]1([C:9]2[CH:8]=[CH:7][C:6]([CH:2]=[O:1])=[CH:11][CH:10]=2)[CH2:17][CH2:16][CH2:15][CH2:14][CH:13]=1, predict the reactants needed to synthesize it. The reactants are: [O:1]1CCO[CH:2]1[C:6]1[CH:11]=[CH:10][C:9]([C:12]2(O)[CH2:17][CH2:16][CH2:15][CH2:14][CH2:13]2)=[CH:8][CH:7]=1.C1(C)C=CC(S(O)(=O)=O)=CC=1.C(OCC)(=O)C.C(=O)([O-])O.[Na+]. (9) Given the product [C:1]([CH2:3][NH:4][C:5]([C:7]1([NH:13][C:14](=[O:23])[C:15]2[CH:20]=[CH:19][C:18]([CH2:21][N:24]3[CH:28]=[CH:27][N:26]=[CH:25]3)=[CH:17][CH:16]=2)[CH2:12][CH2:11][CH2:10][CH2:9][CH2:8]1)=[O:6])#[N:2], predict the reactants needed to synthesize it. The reactants are: [C:1]([CH2:3][NH:4][C:5]([C:7]1([NH:13][C:14](=[O:23])[C:15]2[CH:20]=[CH:19][C:18]([CH2:21]Br)=[CH:17][CH:16]=2)[CH2:12][CH2:11][CH2:10][CH2:9][CH2:8]1)=[O:6])#[N:2].[NH:24]1[CH:28]=[CH:27][N:26]=[CH:25]1.[Na].